Task: Predict the product of the given reaction.. Dataset: Forward reaction prediction with 1.9M reactions from USPTO patents (1976-2016) (1) Given the reactants [CH3:1][O:2][C:3]1[CH:8]=[CH:7][CH:6]=[CH:5][C:4]=1[S:9][CH2:10][C@@H:11]([CH3:16])[C:12]([O:14]C)=[O:13].C1COCC1.O[Li].O, predict the reaction product. The product is: [CH3:1][O:2][C:3]1[CH:8]=[CH:7][CH:6]=[CH:5][C:4]=1[S:9][CH2:10][C@@H:11]([CH3:16])[C:12]([OH:14])=[O:13]. (2) Given the reactants Cl[C:2]1[CH:7]=[CH:6][C:5]2=[N:8][C:9]3[C:22]4[CH:21]=[CH:20][CH:19]=[CH:18][C:17]=4[N:16]([CH3:23])[C:15]4[C:10]=3[C:11]([CH:12]=[CH:13][CH:14]=4)=[C:4]2[CH:3]=1.C[C:25]([N:27](C)C)=O, predict the reaction product. The product is: [CH3:23][N:16]1[C:15]2[C:10]3[C:11](=[C:4]4[C:5](=[N:8][C:9]=3[C:22]3[CH:21]=[CH:20][CH:19]=[CH:18][C:17]1=3)[CH:6]=[CH:7][C:2]([C:25]#[N:27])=[CH:3]4)[CH:12]=[CH:13][CH:14]=2. (3) Given the reactants O[C:2]1[CH:9]=[CH:8][C:7]([N+:10]([O-:12])=[O:11])=[CH:6][C:3]=1[CH:4]=[O:5].[CH3:13][O:14][C:15](=[O:18])[CH2:16]Br.C(=O)([O-])[O-:20].[K+].[K+], predict the reaction product. The product is: [CH:4]([C:3]1[CH:2]=[CH:9][CH:8]=[C:7]([N+:10]([O-:12])=[O:11])[C:6]=1[O:20][CH2:16][C:15]([O:14][CH3:13])=[O:18])=[O:5]. (4) Given the reactants [Cl:1][C:2]1[CH:11]=[CH:10][C:9]([Cl:12])=[C:8]2[C:3]=1[CH2:4][CH2:5][NH:6][C:7]2=[O:13].[Br:14]N1C(=O)CCC1=O, predict the reaction product. The product is: [Br:14][C:10]1[C:9]([Cl:12])=[C:8]2[C:3]([CH2:4][CH2:5][NH:6][C:7]2=[O:13])=[C:2]([Cl:1])[CH:11]=1. (5) Given the reactants C([O:8][CH2:9][C:10]1[N:15]=[C:14]([C:16]2[CH:24]=[CH:23][CH:22]=[C:21]3[C:17]=2[CH:18]=[N:19][N:20]3[CH:25]2[CH2:30][CH2:29][CH2:28][CH2:27][O:26]2)[N:13]=[C:12]([N:31]2[CH2:36][CH2:35][O:34][CH2:33][CH2:32]2)[N:11]=1)C1C=CC=CC=1, predict the reaction product. The product is: [O:34]1[CH2:33][CH2:32][N:31]([C:12]2[N:13]=[C:14]([C:16]3[CH:24]=[CH:23][CH:22]=[C:21]4[C:17]=3[CH:18]=[N:19][N:20]4[CH:25]3[CH2:30][CH2:29][CH2:28][CH2:27][O:26]3)[N:15]=[C:10]([CH2:9][OH:8])[N:11]=2)[CH2:36][CH2:35]1. (6) The product is: [CH:1]([N:4]1[CH2:9][CH2:8][N:7]([C:17]([C:19]2[CH:27]=[CH:26][C:22]([CH:23]=[O:24])=[CH:21][CH:20]=2)=[O:18])[CH2:6][CH2:5]1)([CH3:3])[CH3:2]. Given the reactants [CH:1]([N:4]1[CH2:9][CH2:8][NH:7][CH2:6][CH2:5]1)([CH3:3])[CH3:2].C1COCC1.[OH-].[Na+].[CH:17]([C:19]1[CH:27]=[CH:26][C:22]([C:23](Cl)=[O:24])=[CH:21][CH:20]=1)=[O:18], predict the reaction product.